Task: Predict the reactants needed to synthesize the given product.. Dataset: Full USPTO retrosynthesis dataset with 1.9M reactions from patents (1976-2016) (1) Given the product [Cl:14][C:12]1[C:13]2[N:8]([C:7]([CH:15]3[CH2:16][CH2:17][O:18][CH2:19][CH2:20]3)=[CH:6][C:5]=2[C:3]([NH:21][CH2:22][C@@:23]2([OH:30])[CH2:28][CH2:27][CH2:26][C@@H:25]([CH3:29])[CH2:24]2)=[O:4])[CH:9]=[CH:10][CH:11]=1, predict the reactants needed to synthesize it. The reactants are: CO[C:3]([C:5]1[CH:6]=[C:7]([CH:15]2[CH2:20][CH2:19][O:18][CH2:17][CH2:16]2)[N:8]2[C:13]=1[C:12]([Cl:14])=[CH:11][CH:10]=[CH:9]2)=[O:4].[NH2:21][CH2:22][C@@:23]1([OH:30])[CH2:28][CH2:27][CH2:26][C@@H:25]([CH3:29])[CH2:24]1.N12CCN(CC1)CC2.C[Al](C)C. (2) Given the product [CH2:22]([C:20]1[S:21][C:15]2[N:14]([CH2:24][C:25]3[CH:26]=[CH:27][C:28]([C:31]4[C:32]([C:37]#[N:38])=[CH:33][CH:34]=[CH:35][CH:36]=4)=[CH:29][CH:30]=3)[C:13](=[O:39])[N:12]([CH2:11][C:10]([C:4]3[CH:5]=[CH:6][C:7]([O:8][CH3:9])=[C:2]([CH3:41])[CH:3]=3)=[O:40])[C:17](=[O:18])[C:16]=2[CH:19]=1)[CH3:23], predict the reactants needed to synthesize it. The reactants are: Br[C:2]1[CH:3]=[C:4]([C:10](=[O:40])[CH2:11][N:12]2[C:17](=[O:18])[C:16]3[CH:19]=[C:20]([CH2:22][CH3:23])[S:21][C:15]=3[N:14]([CH2:24][C:25]3[CH:30]=[CH:29][C:28]([C:31]4[C:32]([C:37]#[N:38])=[CH:33][CH:34]=[CH:35][CH:36]=4)=[CH:27][CH:26]=3)[C:13]2=[O:39])[CH:5]=[CH:6][C:7]=1[O:8][CH3:9].[CH3:41]B(O)O.C(=O)([O-])[O-].[K+].[K+].O1CCCC1. (3) Given the product [CH2:1]([O:3][CH2:4][O:5][C:6]1[CH:7]=[CH:8][C:9]([CH3:15])=[C:10]([C:22]2[CH:27]=[CH:26][C:25]([C:28](=[O:31])[CH2:29][CH3:30])=[CH:24][C:23]=2[CH2:32][CH2:33][CH3:34])[CH:11]=1)[CH3:2], predict the reactants needed to synthesize it. The reactants are: [CH2:1]([O:3][CH2:4][O:5][C:6]1[CH:7]=[CH:8][C:9]([CH3:15])=[C:10](B(O)O)[CH:11]=1)[CH3:2].FC(F)(F)S(O[C:22]1[CH:27]=[CH:26][C:25]([C:28](=[O:31])[CH2:29][CH3:30])=[CH:24][C:23]=1[CH2:32][CH2:33][CH3:34])(=O)=O.[Cl-].[Li+].C(=O)([O-])[O-].[K+].[K+]. (4) Given the product [NH2:22][C:11]1[C:12]([S:14][C:15]2[CH:20]=[CH:19][C:18]([OH:21])=[CH:17][CH:16]=2)=[CH:13][C:8]([NH:7][C:5](=[O:6])[C:4]2[CH:26]=[CH:27][CH:28]=[C:2]([Br:1])[CH:3]=2)=[C:9]([CH3:25])[CH:10]=1, predict the reactants needed to synthesize it. The reactants are: [Br:1][C:2]1[CH:3]=[C:4]([CH:26]=[CH:27][CH:28]=1)[C:5]([NH:7][C:8]1[CH:13]=[C:12]([S:14][C:15]2[CH:20]=[CH:19][C:18]([OH:21])=[CH:17][CH:16]=2)[C:11]([N+:22]([O-])=O)=[CH:10][C:9]=1[CH3:25])=[O:6].OC1C=CC(SC2C([N+]([O-])=O)=CC(C)=C(NC(=O)CC3C=CC=CC=3)C=2)=CC=1. (5) Given the product [CH3:13][C:14]([CH3:18])=[CH:15][CH2:16][O:4][C:3]1[CH:5]=[CH:6][CH:7]=[CH:8][C:2]=1[C:1]([OH:10])=[O:9], predict the reactants needed to synthesize it. The reactants are: [C:1]([O:10]CC)(=[O:9])[C:2]1[C:3](=[CH:5][CH:6]=[CH:7][CH:8]=1)[OH:4].[CH3:13][C:14]([CH3:18])=[CH:15][CH2:16]Br.C(=O)([O-])[O-].[K+].[K+]. (6) Given the product [Br:1][C:2]1[CH:3]=[CH:4][C:5]([C:8]2[CH:13]=[CH:12][C:11]([I:16])=[CH:10][CH:9]=2)=[CH:6][CH:7]=1, predict the reactants needed to synthesize it. The reactants are: [Br:1][C:2]1[CH:7]=[CH:6][C:5]([C:8]2[CH:13]=[CH:12][CH:11]=[CH:10][CH:9]=2)=[CH:4][CH:3]=1.II.[I:16](O)(O)(O)(O)(O)=O.S(=O)(=O)(O)O.